Dataset: Reaction yield outcomes from USPTO patents with 853,638 reactions. Task: Predict the reaction yield, written as a fraction of the theoretical maximum amount of product (1.0 means a 100% yield; for example, 0.34 means a 34% yield). (1) The reactants are N1C=CC=CC=1.[CH2:7]([O:9][C:10](=[O:27])[C@H:11]([CH2:19][C:20]1[CH:25]=[CH:24][CH:23]=[C:22]([OH:26])[CH:21]=1)[NH:12][C:13](=[O:18])[C:14]([F:17])([F:16])[F:15])[CH3:8].[CH:28]1[C:37]2[C:32](=[CH:33][CH:34]=[CH:35][CH:36]=2)[CH:31]=[CH:30][C:29]=1B(O)O. The catalyst is C(Cl)Cl.C(OCC)(=O)C.C([O-])(=O)C.[Cu+2].C([O-])(=O)C. The product is [CH2:7]([O:9][C:10](=[O:27])[C@H:11]([CH2:19][C:20]1[CH:25]=[CH:24][CH:23]=[C:22]([O:26][C:30]2[CH:29]=[CH:28][C:37]3[C:32](=[CH:33][CH:34]=[CH:35][CH:36]=3)[CH:31]=2)[CH:21]=1)[NH:12][C:13](=[O:18])[C:14]([F:15])([F:16])[F:17])[CH3:8]. The yield is 0.890. (2) The yield is 0.160. The reactants are [CH3:1][C:2]1[S:3][C:4]2[C:10](=O)[C:9](=[CH:12]N3CCOCC3)[CH2:8][CH2:7][C:5]=2[N:6]=1.[N+]([O-])(O)=O.[Cl:23][C:24]1[N:29]=[CH:28][C:27]([NH:30][C:31]([NH2:33])=[NH:32])=[CH:26][CH:25]=1.[OH-].[Na+]. The catalyst is COCCO. The product is [Cl:23][C:24]1[N:29]=[CH:28][C:27]([NH:30][C:31]2[N:33]=[CH:12][C:9]3[CH2:8][CH2:7][C:5]4[N:6]=[C:2]([CH3:1])[S:3][C:4]=4[C:10]=3[N:32]=2)=[CH:26][CH:25]=1. (3) The reactants are [CH:1]1([C:4]2[C:5]([O:13][CH2:14][C:15]3([CH3:19])[CH2:18][O:17][CH2:16]3)=[CH:6][C:7]([C:10]([OH:12])=O)=[N:8][CH:9]=2)[CH2:3][CH2:2]1.CCN(C(C)C)C(C)C.[Cl-].COC1N=C(OC)N=C([N+]2(C)CCOCC2)N=1.[C:47]1([C:53]2[O:57][C:56]([C:58]([NH2:61])([CH3:60])[CH3:59])=[N:55][N:54]=2)[CH:52]=[CH:51][CH:50]=[CH:49][CH:48]=1. The catalyst is ClCCl. The product is [CH:1]1([C:4]2[C:5]([O:13][CH2:14][C:15]3([CH3:19])[CH2:18][O:17][CH2:16]3)=[CH:6][C:7]([C:10]([NH:61][C:58]([C:56]3[O:57][C:53]([C:47]4[CH:52]=[CH:51][CH:50]=[CH:49][CH:48]=4)=[N:54][N:55]=3)([CH3:60])[CH3:59])=[O:12])=[N:8][CH:9]=2)[CH2:2][CH2:3]1. The yield is 0.710. (4) The reactants are [NH2:1][C:2]1[CH:3]=[C:4]([OH:12])[C:5](=[CH:10][CH:11]=1)[C:6]([O:8][CH3:9])=[O:7].[Cl:13][C:14]1[CH:19]=[CH:18][C:17]([Cl:20])=[CH:16][C:15]=1[S:21](Cl)(=[O:23])=[O:22]. No catalyst specified. The product is [Cl:13][C:14]1[CH:19]=[CH:18][C:17]([Cl:20])=[CH:16][C:15]=1[S:21]([NH:1][C:2]1[CH:11]=[CH:10][C:5]([C:6]([O:8][CH3:9])=[O:7])=[C:4]([OH:12])[CH:3]=1)(=[O:23])=[O:22]. The yield is 0.310. (5) The reactants are [CH3:1][O:2][C:3]([CH:5]1[CH2:9][CH:8]([CH2:10][OH:11])[CH2:7][N:6]1[C:12]([O:14][C:15]([CH3:18])([CH3:17])[CH3:16])=[O:13])=[O:4].[F:19][C:20]([F:28])(S(F)(=O)=O)C(O)=O. The catalyst is CC#N.[Cu]I. The product is [CH3:1][O:2][C:3]([CH:5]1[CH2:9][CH:8]([CH2:10][O:11][CH:20]([F:28])[F:19])[CH2:7][N:6]1[C:12]([O:14][C:15]([CH3:18])([CH3:17])[CH3:16])=[O:13])=[O:4]. The yield is 0.570. (6) The reactants are C(=O)([O-])[O-].[Na+].[Na+].[CH3:7][C:8]1[CH:13]=[CH:12][C:11]([S:14]([O:17][C@H:18]2[CH2:22][NH:21][C@@H:20]3[C@@H:23]([OH:26])[CH2:24][O:25][C@H:19]23)(=[O:16])=[O:15])=[CH:10][CH:9]=1.Cl[C:28]([O:30][CH2:31][C:32]1[CH:37]=[CH:36][CH:35]=[CH:34][CH:33]=1)=[O:29]. The catalyst is O.O1CCOCC1. The product is [OH:26][C@@H:23]1[C@H:20]2[N:21]([C:28]([O:30][CH2:31][C:32]3[CH:37]=[CH:36][CH:35]=[CH:34][CH:33]=3)=[O:29])[CH2:22][C@H:18]([O:17][S:14]([C:11]3[CH:12]=[CH:13][C:8]([CH3:7])=[CH:9][CH:10]=3)(=[O:16])=[O:15])[C@H:19]2[O:25][CH2:24]1. The yield is 0.950. (7) The reactants are ClC1[CH:7]=[C:6]([C:8]2[C:13]([C:14]([F:17])([F:16])[F:15])=[CH:12][CH:11]=[CH:10][N:9]=2)[CH:5]=[C:4](Cl)[N:3]=1.C([Sn](CCCC)(CCCC)[C:24]([O:26]CC)=[CH2:25])CCC.[Cl-].[Li+].Cl.[Cl-].[NH4+:41]. The catalyst is O1CCOCC1.[Cu]I. The product is [F:17][C:14]([F:15])([F:16])[C:13]1[C:8]([C:6]2[CH:5]=[C:4]([C:24](=[O:26])[CH3:25])[N:3]=[N:41][CH:7]=2)=[N:9][CH:10]=[CH:11][CH:12]=1. The yield is 0.540. (8) The reactants are [Cl:1][C:2]1[N:7]=[C:6]([C:8]([O:10][CH3:11])=[O:9])[CH:5]=[C:4](Cl)[N:3]=1.Cl.[NH2:14][C@@H:15]([CH3:20])[C:16]([O:18][CH3:19])=[O:17].CCN(C(C)C)C(C)C. The catalyst is C(#N)C. The product is [Cl:1][C:2]1[N:7]=[C:6]([C:8]([O:10][CH3:11])=[O:9])[CH:5]=[C:4]([NH:14][C@@H:15]([CH3:20])[C:16]([O:18][CH3:19])=[O:17])[N:3]=1. The yield is 0.610. (9) The reactants are [CH:1](=O)[C:2]1[CH:7]=[CH:6][CH:5]=[CH:4][CH:3]=1.[NH2:9][C:10]1[CH:15]=[CH:14][CH:13]=[CH:12][CH:11]=1.[N:16]1([C:21]([O:23][C:24]([CH3:27])([CH3:26])[CH3:25])=[O:22])[CH:20]=[CH:19][CH2:18][CH2:17]1.C(S([O-])(=O)=O)(F)(F)F.C(S([O-])(=O)=O)(F)(F)F.C(S([O-])(=O)=O)(F)(F)F.[Dy+3]. The catalyst is C(#N)C. The product is [C:2]1([C@@H:1]2[C@H:19]3[CH2:18][CH2:17][N:16]([C:21]([O:23][C:24]([CH3:27])([CH3:26])[CH3:25])=[O:22])[C@H:20]3[C:11]3[CH:12]=[CH:13][CH:14]=[CH:15][C:10]=3[NH:9]2)[CH:7]=[CH:6][CH:5]=[CH:4][CH:3]=1. The yield is 0.310. (10) The reactants are [OH:1][C:2]1[CH:7]=[CH:6][C:5]([C:8]2[CH:13]=[CH:12][CH:11]=[C:10]([NH:14][C@H:15]([C:23]([O:25][CH3:26])=[O:24])[CH2:16][C:17]3[CH:22]=[CH:21][CH:20]=[CH:19][CH:18]=3)[CH:9]=2)=[CH:4][CH:3]=1.[CH3:27][O:28][C:29]1[CH:30]=[C:31]([CH:34]=[CH:35][CH:36]=1)[CH2:32]Br.C(=O)([O-])[O-].[K+].[K+]. The catalyst is CC(C)=O. The product is [CH3:27][O:28][C:29]1[CH:30]=[C:31]([CH:34]=[CH:35][CH:36]=1)[CH2:32][O:1][C:2]1[CH:3]=[CH:4][C:5]([C:8]2[CH:13]=[CH:12][CH:11]=[C:10]([NH:14][C@H:15]([C:23]([O:25][CH3:26])=[O:24])[CH2:16][C:17]3[CH:18]=[CH:19][CH:20]=[CH:21][CH:22]=3)[CH:9]=2)=[CH:6][CH:7]=1. The yield is 0.860.